This data is from Catalyst prediction with 721,799 reactions and 888 catalyst types from USPTO. The task is: Predict which catalyst facilitates the given reaction. (1) Reactant: [Cl:1][C:2]1[CH:3]=[C:4]([CH:8]=[CH:9][CH:10]=1)[C:5](Cl)=[O:6].N1C=CC=CC=1.[Br:17][CH2:18][CH2:19][OH:20]. Product: [Br:17][CH2:18][CH2:19][O:20][C:5](=[O:6])[C:4]1[CH:8]=[CH:9][CH:10]=[C:2]([Cl:1])[CH:3]=1. The catalyst class is: 4. (2) Reactant: C1(P(C2C=CC=CC=2)C2C=CC=CC=2)C=CC=CC=1.[I:20]I.N1C=CN=C1.[F:27][C:28]([F:45])([F:44])[CH:29]([NH:32][CH2:33][C@@H:34]([NH:36][C:37](=[O:43])[O:38][C:39]([CH3:42])([CH3:41])[CH3:40])[CH3:35])[CH2:30]O. Product: [F:27][C:28]([F:45])([F:44])[CH:29]([NH:32][CH2:33][C@@H:34]([NH:36][C:37](=[O:43])[O:38][C:39]([CH3:42])([CH3:41])[CH3:40])[CH3:35])[CH2:30][I:20]. The catalyst class is: 2. (3) Reactant: [NH:1]1[C:5]2=[CH:6][N:7]=[C:8]([CH2:10][OH:11])[CH:9]=[C:4]2[CH:3]=[N:2]1.CS(C)=O.CCN(CC)CC. Product: [NH:1]1[C:5]2=[CH:6][N:7]=[C:8]([CH:10]=[O:11])[CH:9]=[C:4]2[CH:3]=[N:2]1. The catalyst class is: 2. (4) Reactant: [CH3:1][C:2]([CH3:26])([CH3:25])[CH2:3][N:4]1[C:12]2[C:7](=[N:8][C:9]([C:13]3[CH:20]=[C:19]([CH:21]=[O:22])[CH:18]=[CH:17][C:14]=3[C:15]#[N:16])=[CH:10][CH:11]=2)[N:6]([CH3:23])[C:5]1=[O:24].[CH3:27][Mg]Br. Product: [CH3:1][C:2]([CH3:26])([CH3:25])[CH2:3][N:4]1[C:12]2[C:7](=[N:8][C:9]([C:13]3[CH:20]=[C:19]([C@@H:21]([OH:22])[CH3:27])[CH:18]=[CH:17][C:14]=3[C:15]#[N:16])=[CH:10][CH:11]=2)[N:6]([CH3:23])[C:5]1=[O:24]. The catalyst class is: 36. (5) Reactant: C([O:3][C:4]([C:6]1[CH:10]=[C:9]([C:11]2[CH:15]=[CH:14][N:13](S(C3C=CC=CC=3)(=O)=O)[CH:12]=2)[N:8]([C:25]2[CH:26]=[N:27][C:28]([CH3:31])=[CH:29][CH:30]=2)[N:7]=1)=[O:5])C.[OH-].[Na+].Cl. Product: [CH3:31][C:28]1[N:27]=[CH:26][C:25]([N:8]2[C:9]([C:11]3[CH:15]=[CH:14][NH:13][CH:12]=3)=[CH:10][C:6]([C:4]([OH:5])=[O:3])=[N:7]2)=[CH:30][CH:29]=1. The catalyst class is: 8. (6) Reactant: [Cl:1][C:2]1[C:3]([CH3:40])=[C:4]([C:18]2[CH:23]=[CH:22][CH:21]=[C:20]([CH2:24][O:25][C:26]3[CH:39]=[CH:38][C:29]4[C@H:30]([CH2:33][C:34]([O:36]C)=[O:35])[CH2:31][O:32][C:28]=4[CH:27]=3)[CH:19]=2)[C:5]([CH3:17])=[C:6]([Cl:16])[C:7]=1[O:8][CH2:9][CH2:10][CH2:11][S:12]([CH3:15])(=[O:14])=[O:13].CO.[OH-].[Na+].C(O)(=O)CC(CC(O)=O)(C(O)=O)O. Product: [Cl:1][C:2]1[C:3]([CH3:40])=[C:4]([C:18]2[CH:23]=[CH:22][CH:21]=[C:20]([CH2:24][O:25][C:26]3[CH:39]=[CH:38][C:29]4[C@H:30]([CH2:33][C:34]([OH:36])=[O:35])[CH2:31][O:32][C:28]=4[CH:27]=3)[CH:19]=2)[C:5]([CH3:17])=[C:6]([Cl:16])[C:7]=1[O:8][CH2:9][CH2:10][CH2:11][S:12]([CH3:15])(=[O:14])=[O:13]. The catalyst class is: 132. (7) Reactant: [NH2:1][CH2:2][CH2:3][NH:4][C:5](=[O:11])[O:6][C:7]([CH3:10])([CH3:9])[CH3:8].[Cl:12][C:13]1[CH:20]=[CH:19][C:16]([CH:17]=O)=[CH:15][CH:14]=1.[BH-](OC(C)=O)(OC(C)=O)OC(C)=O.[Na+].Cl. Product: [C:7]([O:6][C:5](=[O:11])[NH:4][CH2:3][CH2:2][NH:1][CH2:17][C:16]1[CH:19]=[CH:20][C:13]([Cl:12])=[CH:14][CH:15]=1)([CH3:8])([CH3:10])[CH3:9]. The catalyst class is: 26.